This data is from Catalyst prediction with 721,799 reactions and 888 catalyst types from USPTO. The task is: Predict which catalyst facilitates the given reaction. (1) Reactant: [H-].[Na+].[CH:3]1([CH2:6][OH:7])[CH2:5][CH2:4]1.[NH2:8][C:9]1[N:10]=[C:11](Cl)[C:12]([C:15]#[N:16])=[N:13][CH:14]=1.Cl. Product: [NH2:8][C:9]1[N:10]=[C:11]([O:7][CH2:6][CH:3]2[CH2:5][CH2:4]2)[C:12]([C:15]#[N:16])=[N:13][CH:14]=1. The catalyst class is: 12. (2) Reactant: CC1(C)CCCC(C)(C)N1.C([Li])CCC.[Cl:16][C:17]1[CH:22]=[CH:21][C:20]([N:23]2[CH:27]=[CH:26][CH:25]=[N:24]2)=[CH:19][CH:18]=1.[CH2:28]([Sn:32](Cl)([CH2:37][CH2:38][CH2:39][CH3:40])[CH2:33][CH2:34][CH2:35][CH3:36])[CH2:29][CH2:30][CH3:31]. Product: [Cl:16][C:17]1[CH:18]=[CH:19][C:20]([N:23]2[C:27]([Sn:32]([CH2:33][CH2:34][CH2:35][CH3:36])([CH2:37][CH2:38][CH2:39][CH3:40])[CH2:28][CH2:29][CH2:30][CH3:31])=[CH:26][CH:25]=[N:24]2)=[CH:21][CH:22]=1. The catalyst class is: 1. (3) Reactant: Cl[C:2]([O:4][C:5]1[CH:10]=[CH:9][CH:8]=[CH:7][CH:6]=1)=[O:3].[NH2:11][C:12]1[CH:19]=[C:18]([O:20][CH2:21][C:22]2[S:23][CH:24]=[CH:25][CH:26]=2)[C:15]([C:16]#[N:17])=[CH:14][N:13]=1.N1C=CC=CC=1. Product: [C:5]1([O:4][C:2](=[O:3])[NH:11][C:12]2[CH:19]=[C:18]([O:20][CH2:21][C:22]3[S:23][CH:24]=[CH:25][CH:26]=3)[C:15]([C:16]#[N:17])=[CH:14][N:13]=2)[CH:10]=[CH:9][CH:8]=[CH:7][CH:6]=1. The catalyst class is: 1.